This data is from Peptide-MHC class I binding affinity with 185,985 pairs from IEDB/IMGT. The task is: Regression. Given a peptide amino acid sequence and an MHC pseudo amino acid sequence, predict their binding affinity value. This is MHC class I binding data. (1) The peptide sequence is KIISEIGQL. The MHC is HLA-A03:01 with pseudo-sequence HLA-A03:01. The binding affinity (normalized) is 0.0847. (2) The peptide sequence is TVIEGLDKL. The MHC is HLA-A02:16 with pseudo-sequence HLA-A02:16. The binding affinity (normalized) is 0.513.